Dataset: Full USPTO retrosynthesis dataset with 1.9M reactions from patents (1976-2016). Task: Predict the reactants needed to synthesize the given product. (1) Given the product [Br:32][CH2:2][C:3]1[CH:4]=[C:5]([NH:9][C:10](=[O:12])[CH3:11])[CH:6]=[CH:7][CH:8]=1, predict the reactants needed to synthesize it. The reactants are: O[CH2:2][C:3]1[CH:4]=[C:5]([NH:9][C:10](=[O:12])[CH3:11])[CH:6]=[CH:7][CH:8]=1.C1(P(C2C=CC=CC=2)C2C=CC=CC=2)C=CC=CC=1.[Br:32]C(Br)(Br)Br. (2) Given the product [Cl:1][C:2]1[CH:3]=[C:4]([NH:8][C:9]2[N:14]=[C:13]([C:15]3[CH:20]=[CH:19][N:18]=[C:17]([N:21]4[C:23](=[O:29])[CH2:24][CH2:25][C:26]([CH3:28])=[N:22]4)[CH:16]=3)[CH:12]=[CH:11][N:10]=2)[CH:5]=[CH:6][CH:7]=1, predict the reactants needed to synthesize it. The reactants are: [Cl:1][C:2]1[CH:3]=[C:4]([NH:8][C:9]2[N:14]=[C:13]([C:15]3[CH:20]=[CH:19][N:18]=[C:17]([NH:21][NH2:22])[CH:16]=3)[CH:12]=[CH:11][N:10]=2)[CH:5]=[CH:6][CH:7]=1.[C:23](O)(=[O:29])[CH2:24][CH2:25][C:26]([CH3:28])=O. (3) Given the product [Cl:37][C:32]1[CH:31]=[C:30]([C@@H:10]([CH2:9][NH:7][CH3:6])[CH2:11][CH2:12][N:13]2[CH2:14][CH2:15][C:16]([C:25]([N:26]([CH3:28])[CH3:27])=[O:29])([N:19]3[CH2:20][CH2:21][CH2:22][CH2:23][CH2:24]3)[CH2:17][CH2:18]2)[CH:35]=[CH:34][C:33]=1[Cl:36], predict the reactants needed to synthesize it. The reactants are: C(O[C:6](=O)[N:7]([CH2:9][CH:10]([C:30]1[CH:35]=[CH:34][C:33]([Cl:36])=[C:32]([Cl:37])[CH:31]=1)[CH2:11][CH2:12][N:13]1[CH2:18][CH2:17][C:16]([C:25](=[O:29])[N:26]([CH3:28])[CH3:27])([N:19]2[CH2:24][CH2:23][CH2:22][CH2:21][CH2:20]2)[CH2:15][CH2:14]1)C)(C)(C)C.Cl.C(O)(C)C. (4) Given the product [CH3:1][C:2]1[CH:7]=[C:6]([CH2:8][CH2:9][CH2:10][CH:11]([CH3:12])[CH3:13])[CH:5]=[CH:4][C:3]=1[CH2:14][CH2:15][CH:16]=[O:17], predict the reactants needed to synthesize it. The reactants are: [CH3:1][C:2]1[CH:7]=[C:6]([CH2:8][CH2:9][CH:10]=[C:11]([CH3:13])[CH3:12])[CH:5]=[CH:4][C:3]=1/[CH:14]=[CH:15]/[CH:16]=[O:17]. (5) Given the product [CH:1]1([C:4]2[C:5]([O:13][CH2:14][C:15]([F:18])([F:17])[F:16])=[CH:6][C:7]([C:10]([N:29]3[CH2:30][CH2:31][CH2:32][C:28]43[CH2:25][O:26][CH2:27]4)=[O:12])=[N:8][CH:9]=2)[CH2:2][CH2:3]1, predict the reactants needed to synthesize it. The reactants are: [CH:1]1([C:4]2[C:5]([O:13][CH2:14][C:15]([F:18])([F:17])[F:16])=[CH:6][C:7]([C:10]([OH:12])=O)=[N:8][CH:9]=2)[CH2:3][CH2:2]1.C(O)(=O)C(O)=O.[CH2:25]1[C:28]2([CH2:32][CH2:31][CH2:30][NH:29]2)[CH2:27][O:26]1. (6) Given the product [CH:10]([C:8]1[O:9][C:5]2[CH:4]=[CH:3][C:2]([C:18]3[CH:19]=[CH:20][C:15]([C:13]#[N:14])=[CH:16][CH:17]=3)=[CH:12][C:6]=2[N:7]=1)=[CH2:11], predict the reactants needed to synthesize it. The reactants are: Br[C:2]1[CH:3]=[CH:4][C:5]2[O:9][C:8]([CH:10]=[CH2:11])=[N:7][C:6]=2[CH:12]=1.[C:13]([C:15]1[CH:20]=[CH:19][C:18](B(O)O)=[CH:17][CH:16]=1)#[N:14].C(P(C(C)(C)C)C(C)(C)C)(C)(C)C.O1CCCC1.